The task is: Predict the product of the given reaction.. This data is from Forward reaction prediction with 1.9M reactions from USPTO patents (1976-2016). (1) Given the reactants [C:1]([NH:9][CH:10]([CH2:16][CH2:17][S:18][C:19]1[CH:24]=[CH:23][CH:22]=[CH:21][CH:20]=1)[C:11]([O:13]CC)=[O:12])(=[O:8])[C:2]1[CH:7]=[CH:6][CH:5]=[CH:4][CH:3]=1.[OH-].[Na+], predict the reaction product. The product is: [C:1]([NH:9][CH:10]([CH2:16][CH2:17][S:18][C:19]1[CH:20]=[CH:21][CH:22]=[CH:23][CH:24]=1)[C:11]([OH:13])=[O:12])(=[O:8])[C:2]1[CH:3]=[CH:4][CH:5]=[CH:6][CH:7]=1. (2) Given the reactants N#N.[N+:3]([C:6]1[CH:10]=[N:9][NH:8][N:7]=1)([O-:5])=[O:4].CCN(C(C)C)C(C)C.Cl[CH2:21][C:22]1[O:26][C:25]([C:27]2([CH3:32])[O:31][CH2:30][CH2:29][O:28]2)=[CH:24][CH:23]=1, predict the reaction product. The product is: [CH3:32][C:27]1([C:25]2[O:26][C:22]([CH2:21][N:8]3[N:7]=[C:6]([N+:3]([O-:5])=[O:4])[CH:10]=[N:9]3)=[CH:23][CH:24]=2)[O:28][CH2:29][CH2:30][O:31]1. (3) Given the reactants [Br:1][C:2]1[CH:3]=[C:4]([C:14]([OH:16])=O)[S:5][C:6]=1[C:7]1[N:11]([CH3:12])[N:10]=[CH:9][C:8]=1[Br:13].[NH2:17][C@@H:18]([CH2:31][C:32]1[CH:37]=[CH:36][CH:35]=[CH:34][C:33]=1[C:38]([F:41])([F:40])[F:39])[CH2:19][N:20]1[C:28](=[O:29])[C:27]2[C:22](=[CH:23][CH:24]=[CH:25][CH:26]=2)[C:21]1=[O:30].C1CN([P+](Br)(N2CCCC2)N2CCCC2)CC1.F[P-](F)(F)(F)(F)F.CCN(C(C)C)C(C)C, predict the reaction product. The product is: [Br:1][C:2]1[CH:3]=[C:4]([C:14]([NH:17][C@@H:18]([CH2:31][C:32]2[CH:37]=[CH:36][CH:35]=[CH:34][C:33]=2[C:38]([F:41])([F:39])[F:40])[CH2:19][N:20]2[C:28](=[O:29])[C:27]3[C:22](=[CH:23][CH:24]=[CH:25][CH:26]=3)[C:21]2=[O:30])=[O:16])[S:5][C:6]=1[C:7]1[N:11]([CH3:12])[N:10]=[CH:9][C:8]=1[Br:13]. (4) Given the reactants [N:1]1([CH2:6][CH2:7][CH2:8][CH2:9][NH:10]C(=O)OCC2C=CC=CC=2)[CH2:5][CH2:4][CH2:3][CH2:2]1, predict the reaction product. The product is: [N:1]1([CH2:6][CH2:7][CH2:8][CH2:9][NH2:10])[CH2:5][CH2:4][CH2:3][CH2:2]1. (5) Given the reactants N[C:2]1[CH:3]=[CH:4][C:5]([C:12]2[S:13][CH:14]=[CH:15][CH:16]=2)=[C:6]2[C:10]=1[C:9](=[O:11])[NH:8][CH2:7]2.[I-:17].[K+].II.N(OC(C)(C)C)=O, predict the reaction product. The product is: [I:17][C:2]1[CH:3]=[CH:4][C:5]([C:12]2[S:13][CH:14]=[CH:15][CH:16]=2)=[C:6]2[C:10]=1[C:9](=[O:11])[NH:8][CH2:7]2. (6) Given the reactants [C:1]([O:9]CC)(=O)[CH2:2][C:3]([O:5][CH2:6][CH3:7])=[O:4].[H-].[Na+].[H][H].[CH2:16]([N:23]1[C:28]2[CH:29]=[CH:30][C:31]([CH3:33])=[CH:32][C:27]=2[C:26](=O)[O:25]C1=O)[C:17]1[CH:22]=[CH:21][CH:20]=[CH:19][CH:18]=1, predict the reaction product. The product is: [CH2:6]([O:5][C:3]([C:2]1[C:1](=[O:9])[N:23]([CH2:16][C:17]2[CH:18]=[CH:19][CH:20]=[CH:21][CH:22]=2)[C:28]2[C:27]([C:26]=1[OH:25])=[CH:32][C:31]([CH3:33])=[CH:30][CH:29]=2)=[O:4])[CH3:7]. (7) Given the reactants [S:1]1[C:7]2[CH:8]=[CH:9][CH:10]=[CH:11][C:6]=2[CH2:5][NH:4][CH2:3][CH2:2]1.C(N(CC)CC)C.[C:19](OC(=O)C)(=[O:21])[CH3:20], predict the reaction product. The product is: [S:1]1[C:7]2[CH:8]=[CH:9][CH:10]=[CH:11][C:6]=2[CH2:5][N:4]([C:19](=[O:21])[CH3:20])[CH2:3][CH2:2]1. (8) Given the reactants [H-].[Na+].[C:3]([O:13][C:14]([CH3:17])([CH3:16])[CH3:15])(=[O:12])[CH2:4][C:5]([O:7][C:8]([CH3:11])([CH3:10])[CH3:9])=[O:6].F[C:19]1[C:26]([F:27])=[CH:25][C:22](C#N)=[C:21]([O:28][CH3:29])[CH:20]=1.CCOC(C)=O.[CH3:36][N:37](C=O)C, predict the reaction product. The product is: [C:14]([O:13][C:3](=[O:12])[CH:4]([C:22]1[CH:25]=[C:26]([F:27])[C:19]([C:36]#[N:37])=[CH:20][C:21]=1[O:28][CH3:29])[C:5]([O:7][C:8]([CH3:9])([CH3:10])[CH3:11])=[O:6])([CH3:17])([CH3:16])[CH3:15].